This data is from NCI-60 drug combinations with 297,098 pairs across 59 cell lines. The task is: Regression. Given two drug SMILES strings and cell line genomic features, predict the synergy score measuring deviation from expected non-interaction effect. (1) Synergy scores: CSS=28.5, Synergy_ZIP=-8.81, Synergy_Bliss=-4.70, Synergy_Loewe=-45.4, Synergy_HSA=-3.50. Cell line: HL-60(TB). Drug 2: C1C(C(OC1N2C=NC(=NC2=O)N)CO)O. Drug 1: COC1=C2C(=CC3=C1OC=C3)C=CC(=O)O2. (2) Drug 1: C1CN1P(=S)(N2CC2)N3CC3. Drug 2: CC1=C(N=C(N=C1N)C(CC(=O)N)NCC(C(=O)N)N)C(=O)NC(C(C2=CN=CN2)OC3C(C(C(C(O3)CO)O)O)OC4C(C(C(C(O4)CO)O)OC(=O)N)O)C(=O)NC(C)C(C(C)C(=O)NC(C(C)O)C(=O)NCCC5=NC(=CS5)C6=NC(=CS6)C(=O)NCCC[S+](C)C)O. Cell line: PC-3. Synergy scores: CSS=15.5, Synergy_ZIP=-9.02, Synergy_Bliss=-8.52, Synergy_Loewe=-3.07, Synergy_HSA=-3.63. (3) Drug 1: C1CN1C2=NC(=NC(=N2)N3CC3)N4CC4. Drug 2: CC1CCCC2(C(O2)CC(NC(=O)CC(C(C(=O)C(C1O)C)(C)C)O)C(=CC3=CSC(=N3)C)C)C. Cell line: TK-10. Synergy scores: CSS=40.6, Synergy_ZIP=-3.01, Synergy_Bliss=-3.49, Synergy_Loewe=-7.81, Synergy_HSA=1.86. (4) Drug 1: CC1OCC2C(O1)C(C(C(O2)OC3C4COC(=O)C4C(C5=CC6=C(C=C35)OCO6)C7=CC(=C(C(=C7)OC)O)OC)O)O. Drug 2: CCC1(CC2CC(C3=C(CCN(C2)C1)C4=CC=CC=C4N3)(C5=C(C=C6C(=C5)C78CCN9C7C(C=CC9)(C(C(C8N6C=O)(C(=O)OC)O)OC(=O)C)CC)OC)C(=O)OC)O.OS(=O)(=O)O. Cell line: KM12. Synergy scores: CSS=23.8, Synergy_ZIP=-13.3, Synergy_Bliss=-12.8, Synergy_Loewe=-21.5, Synergy_HSA=-3.70.